This data is from Reaction yield outcomes from USPTO patents with 853,638 reactions. The task is: Predict the reaction yield, written as a fraction of the theoretical maximum amount of product (1.0 means a 100% yield; for example, 0.34 means a 34% yield). (1) The reactants are [C:1]([O:5][C:6]([N:8]([CH2:29][C:30]1[CH:35]=[CH:34][C:33]([O:36][CH3:37])=[CH:32][C:31]=1[O:38][CH3:39])[C:9]1[N:14]=[C:13]2[N:15]([CH2:23][CH3:24])[C:16]([C:18]([O:20]CC)=[O:19])=[CH:17][C:12]2=[C:11]2[N:25]([CH3:28])[CH:26]=[N:27][C:10]=12)=[O:7])([CH3:4])([CH3:3])[CH3:2].[OH-].[Na+]. The catalyst is C(O)C. The product is [C:1]([O:5][C:6]([N:8]([CH2:29][C:30]1[CH:35]=[CH:34][C:33]([O:36][CH3:37])=[CH:32][C:31]=1[O:38][CH3:39])[C:9]1[N:14]=[C:13]2[N:15]([CH2:23][CH3:24])[C:16]([C:18]([OH:20])=[O:19])=[CH:17][C:12]2=[C:11]2[N:25]([CH3:28])[CH:26]=[N:27][C:10]=12)=[O:7])([CH3:4])([CH3:3])[CH3:2]. The yield is 0.850. (2) The reactants are [NH2:1][C:2]1[S:6][C:5]2[CH2:7][C@H:8]3[N:12]([CH3:13])[C@@H:11]([C:4]=2[C:3]=1[C:14]#[N:15])[CH2:10][CH2:9]3.S(=O)(=O)(O)[OH:17]. The catalyst is [OH-].[Na+]. The product is [NH2:1][C:2]1[S:6][C:5]2[CH2:7][C@H:8]3[N:12]([CH3:13])[C@@H:11]([C:4]=2[C:3]=1[C:14]([NH2:15])=[O:17])[CH2:10][CH2:9]3. The yield is 0.960. (3) The reactants are [CH3:1][O:2][C:3]1[CH:4]=[C:5]2[C:10](=[CH:11][C:12]=1[O:13][CH3:14])[N:9]=[CH:8][CH:7]=[C:6]2[O:15][C:16]1[CH:22]=[CH:21][C:19]([NH2:20])=[C:18]([CH3:23])[C:17]=1[CH3:24].Cl[C:26](Cl)([O:28][C:29](=[O:35])OC(Cl)(Cl)Cl)Cl.[CH2:37](O)[CH2:38][CH2:39][CH2:40][CH2:41][CH2:42][CH2:43][CH2:44][CH2:45][CH2:46][CH2:47][CH2:48][CH2:49][CH2:50][CH2:51][CH2:52][CH2:53]C.C(=O)(O)[O-].[Na+]. The catalyst is C(Cl)Cl.C(N(CC)CC)C.C1(C)C=CC=CC=1. The product is [CH3:1][O:2][C:3]1[CH:4]=[C:5]2[C:10](=[CH:11][C:12]=1[O:13][CH3:14])[N:9]=[CH:8][CH:7]=[C:6]2[O:15][C:16]1[CH:22]=[CH:21][C:19]([NH:20][C:29](=[O:35])[O:28][CH2:26][CH2:53][CH2:52][CH2:51][CH2:50][CH2:49][CH2:48][CH2:47][CH2:46][CH2:45][CH2:44][CH2:43][CH2:42][CH2:41][CH2:40][CH2:39][CH2:38][CH3:37])=[C:18]([CH3:23])[C:17]=1[CH3:24]. The yield is 0.970. (4) The reactants are C([O-])([O-])=O.[Na+].[Na+].[CH:7]([C:9]1[CH:14]=[CH:13][C:12](B(O)O)=[CH:11][CH:10]=1)=[O:8].Cl[C:19]1[N:24]=[CH:23][C:22]([F:25])=[CH:21][N:20]=1. The catalyst is C(O)C.C1(C)C=CC=CC=1.C(OCC)(=O)C.C1C=CC(P(C2C=CC=CC=2)CCCCP(C2C=CC=CC=2)C2C=CC=CC=2)=CC=1.Cl[Pd]Cl. The product is [F:25][C:22]1[CH:21]=[N:20][C:19]([C:12]2[CH:13]=[CH:14][C:9]([CH:7]=[O:8])=[CH:10][CH:11]=2)=[N:24][CH:23]=1. The yield is 0.520. (5) The reactants are [C:1]([OH:8])(=[O:7])[CH2:2][CH2:3][C:4]([CH3:6])=O.Cl.[Cl:10][C:11]1[CH:12]=[C:13]([CH:26]=[CH:27][C:28]=1[Cl:29])[C:14]([N:16]([C:18]1[CH:23]=[CH:22][C:21]([O:24][CH3:25])=[CH:20][CH:19]=1)N)=[O:15]. The catalyst is C(O)(=O)C. The product is [Cl:10][C:11]1[CH:12]=[C:13]([CH:26]=[CH:27][C:28]=1[Cl:29])[C:14]([N:16]1[C:18]2[C:19](=[CH:20][C:21]([O:24][CH3:25])=[CH:22][CH:23]=2)[C:3]([CH2:2][C:1]([OH:8])=[O:7])=[C:4]1[CH3:6])=[O:15]. The yield is 0.950. (6) The reactants are [CH3:1][CH:2]1[CH2:7][CH2:6][C:5](=O)[CH2:4][CH2:3]1.[NH:9]1[CH2:14][CH2:13][O:12][CH2:11][CH2:10]1. The catalyst is C1C=CC=CC=1. The product is [CH3:1][CH:2]1[CH2:7][CH2:6][C:5]([N:9]2[CH2:14][CH2:13][O:12][CH2:11][CH2:10]2)=[CH:4][CH2:3]1. The yield is 0.700. (7) The reactants are CS(C)=O.[CH3:5][N:6]([CH3:12])[C@@H:7]1[CH2:11][CH2:10][NH:9][CH2:8]1.[O:13]([CH2:31][CH2:32][N:33]([CH3:55])[C:34]([C:36]1[O:37][C:38]2[C:44](F)=[C:43]([C:46]3[CH:51]=[CH:50][CH:49]=[CH:48][CH:47]=3)[C:42]([CH3:52])=[C:41]([C:53]#[N:54])[C:39]=2[N:40]=1)=[O:35])[Si](C(C)(C)C)(C1C=CC=CC=1)C1C=CC=CC=1.C(N(CC)CC)C. The catalyst is [Cl-].[Na+].O. The product is [C:53]([C:41]1[C:39]2[N:40]=[C:36]([C:34]([N:33]([CH2:32][CH2:31][OH:13])[CH3:55])=[O:35])[O:37][C:38]=2[C:44]([N:9]2[CH2:10][CH2:11][C@H:7]([N:6]([CH3:12])[CH3:5])[CH2:8]2)=[C:43]([C:46]2[CH:51]=[CH:50][CH:49]=[CH:48][CH:47]=2)[C:42]=1[CH3:52])#[N:54]. The yield is 0.420. (8) The reactants are [CH3:1][O:2][CH2:3][CH2:4][CH2:5][O:6][C:7]1[CH:8]=[C:9]2[C:13](=[C:14]([N+:16]([O-])=O)[CH:15]=1)[NH:12][C:11]([C:19]([O:21][CH2:22][CH3:23])=[O:20])=[CH:10]2. The catalyst is [C].[Pd].O1CCCC1. The product is [NH2:16][C:14]1[CH:15]=[C:7]([O:6][CH2:5][CH2:4][CH2:3][O:2][CH3:1])[CH:8]=[C:9]2[C:13]=1[NH:12][C:11]([C:19]([O:21][CH2:22][CH3:23])=[O:20])=[CH:10]2. The yield is 0.970. (9) The reactants are FC(F)(F)C(O)=O.[NH2:8][C@@H:9]([CH2:16][CH3:17])/[CH:10]=[CH:11]/[C:12]([O:14][CH3:15])=[O:13].[C:18]([O:22][C:23]([NH:25][C@H:26]([C:28](O)=[O:29])[CH3:27])=[O:24])([CH3:21])([CH3:20])[CH3:19].CCN=C=NCCCN(C)C.C1C=CC2N(O)N=NC=2C=1.CN1CCOCC1. The catalyst is CN(C=O)C.O. The product is [CH3:20][C:18]([O:22][C:23]([NH:25][C@H:26]([C:28]([NH:8][C@@H:9]([CH2:16][CH3:17])/[CH:10]=[CH:11]/[C:12]([O:14][CH3:15])=[O:13])=[O:29])[CH3:27])=[O:24])([CH3:19])[CH3:21]. The yield is 0.980.